This data is from Full USPTO retrosynthesis dataset with 1.9M reactions from patents (1976-2016). The task is: Predict the reactants needed to synthesize the given product. (1) Given the product [Br:1][C:2]1[C:3]([O:10][CH2:11][CH:12]2[CH2:13][CH2:14][N:15]([C:18]([O:20][C:21]([CH3:24])([CH3:23])[CH3:22])=[O:19])[CH2:16][CH2:17]2)=[CH:4][C:5]2[N:6]([CH:25]=[N:9][N:8]=2)[CH:7]=1, predict the reactants needed to synthesize it. The reactants are: [Br:1][C:2]1[C:3]([O:10][CH2:11][CH:12]2[CH2:17][CH2:16][N:15]([C:18]([O:20][C:21]([CH3:24])([CH3:23])[CH3:22])=[O:19])[CH2:14][CH2:13]2)=[CH:4][C:5]([NH:8][NH2:9])=[N:6][CH:7]=1.[CH:25](OCC)(OCC)OCC. (2) Given the product [CH2:29]([C:26]1[CH:25]=[N:24][C:23]([Sn:5]([CH2:1][CH2:2][CH2:3][CH3:4])([CH2:6][CH2:7][CH2:8][CH3:9])[CH2:10][CH2:11][CH2:12][CH3:13])=[N:28][CH:27]=1)[CH2:30][CH2:31][CH2:32][CH2:33][CH2:34][CH2:35][CH2:36][CH3:37], predict the reactants needed to synthesize it. The reactants are: [CH2:1]([SnH:5]([CH2:10][CH2:11][CH2:12][CH3:13])[CH2:6][CH2:7][CH2:8][CH3:9])[CH2:2][CH2:3][CH3:4].C([N-]C(C)C)(C)C.[Li+].Cl[C:23]1[N:28]=[CH:27][C:26]([CH2:29][CH2:30][CH2:31][CH2:32][CH2:33][CH2:34][CH2:35][CH2:36][CH3:37])=[CH:25][N:24]=1. (3) The reactants are: [NH:1]1[CH2:5][CH2:4][C@@H:3]([C:6]#[N:7])[CH2:2]1.[NH:8]1[CH2:12][CH2:11][CH2:10][CH2:9]1.CC(O[C:18]([NH:20][C@@H:21]([C:25]([OH:27])=O)[CH:22]1[CH2:24][CH2:23]1)=[O:19])(C)C.C([NH:35][C@@H:36]([C:41](O)=O)[C:37]([CH3:40])([CH3:39])C)(OC(C)(C)C)=O.FC(F)(F)CO.[F-].[Cs+].C(#[N:54])C. Given the product [C:6]([C@@H:3]1[CH2:4][CH2:5][N:1]([C:25](=[O:27])[C@H:21]([NH:20][C:18]([C:10]2[C:11]3[C:12](=[N:54][CH:41]=[C:36]([CH:37]4[CH2:39][CH2:40]4)[N:35]=3)[NH:8][CH:9]=2)=[O:19])[CH:22]2[CH2:23][CH2:24]2)[CH2:2]1)#[N:7], predict the reactants needed to synthesize it. (4) Given the product [OH:19][C:16]1[CH:17]=[CH:18][C:13]([C:11]2[O:12][C:8]3[CH:7]=[CH:6][C:5]([C:3]([OH:4])=[O:2])=[CH:21][C:9]=3[CH:10]=2)=[CH:14][CH:15]=1, predict the reactants needed to synthesize it. The reactants are: C[O:2][C:3]([C:5]1[CH:6]=[CH:7][C:8]2[O:12][C:11]([C:13]3[CH:18]=[CH:17][C:16]([O:19]C)=[CH:15][CH:14]=3)=[CH:10][C:9]=2[CH:21]=1)=[O:4].Cl.N1C=CC=CC=1. (5) Given the product [F:20][C:14]([F:21])([C:2]1[CH:7]=[CH:6][CH:5]=[CH:4][C:3]=1[O:8][CH2:9][CH2:10][O:11][CH3:12])[C:15]([O:17][CH2:18][CH3:19])=[O:16], predict the reactants needed to synthesize it. The reactants are: I[C:2]1[CH:7]=[CH:6][CH:5]=[CH:4][C:3]=1[O:8][CH2:9][CH2:10][O:11][CH3:12].Br[C:14]([F:21])([F:20])[C:15]([O:17][CH2:18][CH3:19])=[O:16].